This data is from Catalyst prediction with 721,799 reactions and 888 catalyst types from USPTO. The task is: Predict which catalyst facilitates the given reaction. The catalyst class is: 3. Reactant: C(=O)([O-])[O-].[Cs+].[Cs+].[NH2:7][C:8]1[C:17]2[N:18]=[C:19]([CH2:24][O:25][CH2:26][CH3:27])[N:20]([CH2:21][CH2:22][CH3:23])[C:16]=2[C:15]2[CH:14]=[C:13]([OH:28])[CH:12]=[CH:11][C:10]=2[N:9]=1.[N:29]1([C:35](Cl)=[O:36])[CH2:34][CH2:33][O:32][CH2:31][CH2:30]1.O. Product: [N:29]1([C:35]([O:28][C:13]2[CH:12]=[CH:11][C:10]3[N:9]=[C:8]([NH2:7])[C:17]4[N:18]=[C:19]([CH2:24][O:25][CH2:26][CH3:27])[N:20]([CH2:21][CH2:22][CH3:23])[C:16]=4[C:15]=3[CH:14]=2)=[O:36])[CH2:34][CH2:33][O:32][CH2:31][CH2:30]1.